Dataset: Reaction yield outcomes from USPTO patents with 853,638 reactions. Task: Predict the reaction yield, written as a fraction of the theoretical maximum amount of product (1.0 means a 100% yield; for example, 0.34 means a 34% yield). The reactants are [C:1]([OH:6])(=[O:5])[CH:2]([CH3:4])[OH:3].[C:7]([O-])(=O)C(C)O.[NH4+].C(O)(=O)C=C.P([O-])([O-])([O-])=O.[Al+3].C(=O)C.C(O)(=O)CC.C(=O)=O.C(OC)(=O)C(C)O. No catalyst specified. The product is [C:1]([OH:6])(=[O:5])[CH:2]=[CH2:4].[C:1]([O:6][CH3:7])(=[O:5])[CH:2]=[CH2:4].[CH:2](=[O:3])[CH3:1]. The yield is 0.680.